From a dataset of Full USPTO retrosynthesis dataset with 1.9M reactions from patents (1976-2016). Predict the reactants needed to synthesize the given product. (1) The reactants are: [CH3:1][C:2]([C:4]1[CH:9]=[CH:8][CH:7]=[C:6]([N+:10]([O-:12])=[O:11])[CH:5]=1)=O.[N:13]1[NH:14][C:15](=[O:19])[CH:16]=CC=1. Given the product [O:19]=[C:15]1[NH:14][N:13]=[C:2]([C:4]2[CH:5]=[C:6]([N+:10]([O-:12])=[O:11])[CH:7]=[CH:8][CH:9]=2)[CH:1]=[CH:16]1, predict the reactants needed to synthesize it. (2) The reactants are: [N:1]1([CH2:7][C:8]2[CH:9]=[C:10]([C:14]3[CH:18]=[C:17]([CH2:19][CH:20]([CH3:22])[CH3:21])[S:16][C:15]=3[S:23]([NH:26]C(C)(C)C)(=[O:25])=[O:24])[CH:11]=[CH:12][CH:13]=2)[CH2:5][CH2:4][CH2:3][C:2]1=[O:6].B(Cl)(Cl)Cl.N1(C2C=CC=CN=2)CCCC1.Cl[C:47]([O:49][CH2:50][CH2:51][CH2:52][CH3:53])=[O:48].C(O)(=O)CC(CC(O)=O)(C(O)=O)O. Given the product [CH2:50]([O:49][C:47]([NH:26][S:23]([C:15]1[S:16][C:17]([CH2:19][CH:20]([CH3:21])[CH3:22])=[CH:18][C:14]=1[C:10]1[CH:11]=[CH:12][CH:13]=[C:8]([CH2:7][N:1]2[CH2:5][CH2:4][CH2:3][C:2]2=[O:6])[CH:9]=1)(=[O:25])=[O:24])=[O:48])[CH2:51][CH2:52][CH3:53], predict the reactants needed to synthesize it. (3) Given the product [CH:18]1([C:16]([NH:15][C:13]2[N:14]=[C:9]3[CH:8]=[CH:7][C:6]([O:5][C:4]4[CH:21]=[CH:22][C:23]([F:24])=[C:2]([NH:1][C:31]([C:27]5[CH:28]=[N:29][O:30][C:26]=5[CH3:25])=[O:32])[CH:3]=4)=[N:11][N:10]3[CH:12]=2)=[O:17])[CH2:20][CH2:19]1, predict the reactants needed to synthesize it. The reactants are: [NH2:1][C:2]1[CH:3]=[C:4]([CH:21]=[CH:22][C:23]=1[F:24])[O:5][C:6]1[CH:7]=[CH:8][C:9]2[N:10]([CH:12]=[C:13]([NH:15][C:16]([CH:18]3[CH2:20][CH2:19]3)=[O:17])[N:14]=2)[N:11]=1.[CH3:25][C:26]1[O:30][N:29]=[CH:28][C:27]=1[C:31](Cl)=[O:32]. (4) Given the product [CH3:17][O:16][C:14]([C:13]1[CH:18]=[CH:19][C:10]([CH2:9][N:3]2[C:4](=[O:6])[CH2:5][S:1][C:2]2=[O:7])=[CH:11][CH:12]=1)=[O:15], predict the reactants needed to synthesize it. The reactants are: [S:1]1[CH2:5][C:4](=[O:6])[NH:3][C:2]1=[O:7].Br[CH2:9][C:10]1[CH:19]=[CH:18][C:13]([C:14]([O:16][CH3:17])=[O:15])=[CH:12][CH:11]=1.C(=O)([O-])[O-].[K+].[K+].CN(C)C=O. (5) Given the product [F:19][C:20]([F:29])([F:30])[C:21]1[CH:28]=[CH:27][C:24]([CH2:25][N:16]2[C:15](=[O:18])[N:4]3[N:5]=[CH:6][C:7]([C:8]4[CH:13]=[CH:12][C:11]([Cl:14])=[CH:10][CH:9]=4)=[C:2]([Cl:1])[C:3]3=[N:17]2)=[CH:23][CH:22]=1, predict the reactants needed to synthesize it. The reactants are: [Cl:1][C:2]1[C:3]2[N:4]([C:15](=[O:18])[NH:16][N:17]=2)[N:5]=[CH:6][C:7]=1[C:8]1[CH:13]=[CH:12][C:11]([Cl:14])=[CH:10][CH:9]=1.[F:19][C:20]([F:30])([F:29])[C:21]1[CH:28]=[CH:27][C:24]([CH2:25]Br)=[CH:23][CH:22]=1.C([O-])([O-])=O.[K+].[K+].CCOC(C)=O. (6) The reactants are: [Cl:1][C:2]1[C:11]2[C:6](=[CH:7][C:8]([OH:12])=[CH:9][CH:10]=2)[C:5]([CH3:13])=[N:4][N:3]=1.[CH2:14](Br)[C:15]#[CH:16].C([O-])([O-])=O.[K+].[K+].CC(C)=O. Given the product [Cl:1][C:2]1[C:11]2[C:6](=[CH:7][C:8]([O:12][CH2:16][C:15]#[CH:14])=[CH:9][CH:10]=2)[C:5]([CH3:13])=[N:4][N:3]=1, predict the reactants needed to synthesize it. (7) Given the product [CH2:1]([O:3][C:4]([N:6]1[C:15]2[C:10](=[N:11][C:12]([O:16][CH3:17])=[CH:13][CH:14]=2)[C@@H:9]([NH:18][C:33]2[CH:34]=[C:29]([Cl:28])[N:30]=[CH:31][N:32]=2)[CH2:8][C@H:7]1[CH2:19][CH3:20])=[O:5])[CH3:2], predict the reactants needed to synthesize it. The reactants are: [CH2:1]([O:3][C:4]([N:6]1[C:15]2[C:10](=[N:11][C:12]([O:16][CH3:17])=[CH:13][CH:14]=2)[C@@H:9]([NH2:18])[CH2:8][C@H:7]1[CH2:19][CH3:20])=[O:5])[CH3:2].C(N(CC)CC)C.[Cl:28][C:29]1[CH:34]=[C:33](Cl)[N:32]=[CH:31][N:30]=1.